From a dataset of Forward reaction prediction with 1.9M reactions from USPTO patents (1976-2016). Predict the product of the given reaction. (1) Given the reactants C1(C=CC=C(O)C=1)O.[OH-].[Na+].S([O:16][CH3:17])(OC)(=O)=O.C[C:19]1[CH:20]=[C:21]([O:25][CH3:26])[CH:22]=[CH:23][CH:24]=1, predict the reaction product. The product is: [CH3:26][O:25][C:21]1[CH:22]=[CH:23][CH:24]=[C:19]([O:16][CH3:17])[CH:20]=1. (2) Given the reactants C(O[C:9]([N:11](C)[CH2:12][C:13]([CH3:18])([CH3:17])[C:14]([OH:16])=[O:15])=O)C1C=CC=CC=1.[ClH:20], predict the reaction product. The product is: [ClH:20].[CH3:17][C:13]([CH3:18])([CH2:12][NH:11][CH3:9])[C:14]([OH:16])=[O:15].